Dataset: Full USPTO retrosynthesis dataset with 1.9M reactions from patents (1976-2016). Task: Predict the reactants needed to synthesize the given product. Given the product [CH:13]1([C:10]2[CH:11]=[CH:12][C:7]([C:20]3[CH:25]=[C:24]([CH3:26])[CH:23]=[CH:22][N:21]=3)=[CH:8][CH:9]=2)[CH2:18][CH2:17][CH2:16][CH2:15][CH2:14]1, predict the reactants needed to synthesize it. The reactants are: C(OCC)C.Br[C:7]1[CH:12]=[CH:11][C:10]([CH:13]2[CH2:18][CH2:17][CH2:16][CH2:15][CH2:14]2)=[CH:9][CH:8]=1.Br[C:20]1[CH:25]=[C:24]([CH3:26])[CH:23]=[CH:22][N:21]=1.